Dataset: Forward reaction prediction with 1.9M reactions from USPTO patents (1976-2016). Task: Predict the product of the given reaction. (1) Given the reactants I[C:2]1[CH:3]=[CH:4][C:5]2[NH:11][C:10]3[N:12]=[C:13]([C:16]([F:19])([F:18])[F:17])[CH:14]=[CH:15][C:9]=3[CH2:8][N:7]([S:20]([C:23]3[CH:28]=[CH:27][C:26]([O:29][C:30]([F:33])([F:32])[F:31])=[CH:25][CH:24]=3)(=[O:22])=[O:21])[C:6]=2[CH:34]=1.[CH:35]([Mg]Cl)([CH3:37])[CH3:36].[C:40]([O:47][CH2:48][CH3:49])(=[O:46])[C:41]([O:43]CC)=O.Cl.C([O-])(O)=O.[Na+], predict the reaction product. The product is: [OH:43][C:41]([C:2]1[CH:3]=[CH:4][C:5]2[NH:11][C:10]3[N:12]=[C:13]([C:16]([F:18])([F:17])[F:19])[CH:14]=[CH:15][C:9]=3[CH2:8][N:7]([S:20]([C:23]3[CH:28]=[CH:27][C:26]([O:29][C:30]([F:32])([F:33])[F:31])=[CH:25][CH:24]=3)(=[O:21])=[O:22])[C:6]=2[CH:34]=1)([CH:35]([CH3:37])[CH3:36])[C:40]([O:47][CH2:48][CH3:49])=[O:46]. (2) Given the reactants [CH2:1]([O:3][C:4](=[O:39])[C:5]1[CH:10]=[CH:9][C:8]([NH:11][C:12](=[O:38])[CH:13]([N:20]2[C:24]3[CH:25]=[C:26](F)[C:27](F)=[CH:28][C:23]=3[N:22]=[C:21]2[C:31]2[CH:36]=[CH:35][C:34]([Cl:37])=[CH:33][CH:32]=2)[CH:14]2[CH2:19][CH2:18][CH2:17][CH2:16][CH2:15]2)=[CH:7][CH:6]=1)C.[Cl:40]C1C=CC(C2N(C(C3CCCCC3)C(O)=O)C3C=CC=CC=3N=2)=CC=1.NC1C=CC(C(O)=O)=CC=1Cl, predict the reaction product. The product is: [CH3:1][O:3][C:4](=[O:39])[C:5]1[CH:6]=[CH:7][C:8]([NH:11][C:12](=[O:38])[CH:13]([N:20]2[C:24]3[CH:25]=[CH:26][CH:27]=[CH:28][C:23]=3[N:22]=[C:21]2[C:31]2[CH:32]=[CH:33][C:34]([Cl:37])=[CH:35][CH:36]=2)[CH:14]2[CH2:19][CH2:18][CH2:17][CH2:16][CH2:15]2)=[C:9]([Cl:40])[CH:10]=1.